From a dataset of Forward reaction prediction with 1.9M reactions from USPTO patents (1976-2016). Predict the product of the given reaction. (1) Given the reactants [N:1]1([C:7]([N:9]2[CH2:14][CH:13]([C:15]3[CH:20]=[CH:19][C:18]([C:21]([F:24])([F:23])[F:22])=[CH:17][CH:16]=3)[CH2:12][CH:11]([C:25](O)=[O:26])[CH2:10]2)=[O:8])[CH2:6][CH2:5][O:4][CH2:3][CH2:2]1.O[N:29]=[C:30]([C:32]1[CH:33]=[N:34][CH:35]=[CH:36][C:37]=1[CH3:38])[NH2:31], predict the reaction product. The product is: [CH3:38][C:37]1[CH:36]=[CH:35][N:34]=[CH:33][C:32]=1[C:30]1[N:31]=[C:25]([CH:11]2[CH2:12][CH:13]([C:15]3[CH:20]=[CH:19][C:18]([C:21]([F:23])([F:22])[F:24])=[CH:17][CH:16]=3)[CH2:14][N:9]([C:7]([N:1]3[CH2:6][CH2:5][O:4][CH2:3][CH2:2]3)=[O:8])[CH2:10]2)[O:26][N:29]=1. (2) Given the reactants NC1(C2C=CC(C3C(=O)C4C(=CC=C(F)C=4)OC=3C3C=CC=CC=3)=CC=2)CCC1.C(OC(=O)[NH:36][C:37]1([C:41]2[CH:46]=[CH:45][C:44]([C:47]3[C:56](=[O:57])[C:55]4[C:50](=[CH:51][C:52]([C:60]#[N:61])=[C:53]([O:58][CH3:59])[CH:54]=4)[O:49][C:48]=3[C:62]3[CH:67]=[CH:66][CH:65]=[CH:64][CH:63]=3)=[CH:43][CH:42]=2)[CH2:40][CH2:39][CH2:38]1)(C)(C)C, predict the reaction product. The product is: [NH2:36][C:37]1([C:41]2[CH:42]=[CH:43][C:44]([C:47]3[C:56](=[O:57])[C:55]4[C:50](=[CH:51][C:52]([C:60]#[N:61])=[C:53]([O:58][CH3:59])[CH:54]=4)[O:49][C:48]=3[C:62]3[CH:63]=[CH:64][CH:65]=[CH:66][CH:67]=3)=[CH:45][CH:46]=2)[CH2:38][CH2:39][CH2:40]1. (3) Given the reactants [CH3:1][Si](C=[N+]=[N-])(C)C.[CH2:8]([O:15][C:16]1[CH:24]=[C:23]([F:25])[CH:22]=[C:21]([NH:26][C:27](=[O:32])[C:28]([CH3:31])([CH3:30])[CH3:29])[C:17]=1[C:18]([OH:20])=[O:19])[C:9]1[CH:14]=[CH:13][CH:12]=[CH:11][CH:10]=1.C1(C)C=CC=CC=1.CO, predict the reaction product. The product is: [CH2:8]([O:15][C:16]1[CH:24]=[C:23]([F:25])[CH:22]=[C:21]([NH:26][C:27](=[O:32])[C:28]([CH3:29])([CH3:31])[CH3:30])[C:17]=1[C:18]([O:20][CH3:1])=[O:19])[C:9]1[CH:10]=[CH:11][CH:12]=[CH:13][CH:14]=1. (4) The product is: [C:13]1([C:23]2[CH:28]=[CH:27][CH:26]=[CH:25][CH:24]=2)[CH:18]=[CH:17][CH:16]=[C:15]([CH2:19][C:20]([NH:5][CH2:6][CH2:7][CH3:8])=[O:22])[CH:14]=1. Given the reactants CCN=C=[N:5][CH2:6][CH2:7][CH2:8]N(C)C.Cl.[C:13]1([C:23]2[CH:28]=[CH:27][CH:26]=[CH:25][CH:24]=2)[CH:18]=[CH:17][CH:16]=[C:15]([CH2:19][C:20]([OH:22])=O)[CH:14]=1.C(N)CC.C1C=CC2N(O)N=NC=2C=1, predict the reaction product. (5) Given the reactants [F:1][C:2]1[CH:10]=[CH:9][C:5]([C:6](Cl)=O)=[C:4]([Cl:11])[CH:3]=1.ClC1C=C(Cl)C=CC=1C1[C:25]([C:26]2[NH:27][CH:28]=[C:29]([CH3:31])[N:30]=2)=[CH:24][N:23]=[C:22]([NH:32][CH2:33][CH2:34][NH:35][C:36]2[N:41]=[CH:40][C:39]([C:42]#[N:43])=[CH:38][CH:37]=2)[N:21]=1, predict the reaction product. The product is: [Cl:11][C:4]1[CH:3]=[C:2]([F:1])[CH:10]=[CH:9][C:5]=1[C:6]1[C:25]([C:26]2[NH:27][CH:28]=[C:29]([CH3:31])[N:30]=2)=[CH:24][N:23]=[C:22]([NH:32][CH2:33][CH2:34][NH:35][C:36]2[N:41]=[CH:40][C:39]([C:42]#[N:43])=[CH:38][CH:37]=2)[N:21]=1. (6) Given the reactants [NH2:1][C:2]1[CH:7]=[CH:6][C:5]([N:8]2[C:12](=[O:13])[C:11]([CH3:15])([CH3:14])[N:10]([CH2:16][CH2:17][CH2:18][CH2:19][CH2:20][CH2:21][CH2:22][CH2:23][CH2:24][S:25][CH2:26][CH2:27][CH2:28][C:29]([F:35])([F:34])[C:30]([F:33])([F:32])[F:31])[C:9]2=[O:36])=[CH:4][C:3]=1[C:37](F)(F)F.CC1(C)N(CCCCCCCCCSCCCC(F)(F)C(F)(F)F)C(=O)N(C2C=CC([N+]([O-])=O)=C(C)C=2)C1=O, predict the reaction product. The product is: [NH2:1][C:2]1[CH:7]=[CH:6][C:5]([N:8]2[C:12](=[O:13])[C:11]([CH3:15])([CH3:14])[N:10]([CH2:16][CH2:17][CH2:18][CH2:19][CH2:20][CH2:21][CH2:22][CH2:23][CH2:24][S:25][CH2:26][CH2:27][CH2:28][C:29]([F:35])([F:34])[C:30]([F:33])([F:31])[F:32])[C:9]2=[O:36])=[CH:4][C:3]=1[CH3:37]. (7) Given the reactants [N+:1]([C:4]1[CH:18]=[CH:17][C:7]2[N:8]=[C:9]([CH2:11][N:12]3[CH2:16][CH2:15][CH2:14][CH2:13]3)[O:10][C:6]=2[CH:5]=1)([O-])=O.[O-2].[Al+3].[O-2].[O-2].[Al+3].ClCCl.C(O)C, predict the reaction product. The product is: [N:12]1([CH2:11][C:9]2[O:10][C:6]3[CH:5]=[C:4]([NH2:1])[CH:18]=[CH:17][C:7]=3[N:8]=2)[CH2:16][CH2:15][CH2:14][CH2:13]1. (8) Given the reactants [S:1]1[CH:5]=[C:4]([N:6]2[CH2:11][CH2:10][CH:9]([C:12]([OH:14])=O)[CH2:8][CH2:7]2)[C:3]2[CH:15]=[CH:16][CH:17]=[CH:18][C:2]1=2.BrC1C2C=CC=CC=2SC=1.[NH2:29][C:30]1[CH:39]=[CH:38][C:33]2[NH:34][C:35](=[O:37])[NH:36][C:32]=2[CH:31]=1, predict the reaction product. The product is: [O:37]=[C:35]1[NH:34][C:33]2[CH:38]=[CH:39][C:30]([NH:29][C:12]([CH:9]3[CH2:8][CH2:7][N:6]([C:4]4[C:3]5[CH:15]=[CH:16][CH:17]=[CH:18][C:2]=5[S:1][CH:5]=4)[CH2:11][CH2:10]3)=[O:14])=[CH:31][C:32]=2[NH:36]1. (9) Given the reactants [CH2:1]([N:8]([C:25](=[O:32])[CH2:26][C:27]([O:29][CH2:30]C)=[O:28])[C:9]1[N:13]([C:14]2[CH:19]=[CH:18][CH:17]=[CH:16][CH:15]=2)[N:12]=[CH:11][C:10]=1[C:20]([O:22]CC)=O)[C:2]1[CH:7]=[CH:6][CH:5]=[CH:4][CH:3]=1.C[O-].[Na+], predict the reaction product. The product is: [CH2:1]([N:8]1[C:25](=[O:32])[C:26]([C:27]([O:29][CH3:30])=[O:28])=[C:20]([OH:22])[C:10]2[CH:11]=[N:12][N:13]([C:14]3[CH:15]=[CH:16][CH:17]=[CH:18][CH:19]=3)[C:9]1=2)[C:2]1[CH:7]=[CH:6][CH:5]=[CH:4][CH:3]=1.